This data is from Orexin1 receptor HTS with 218,158 compounds and 233 confirmed actives. The task is: Binary Classification. Given a drug SMILES string, predict its activity (active/inactive) in a high-throughput screening assay against a specified biological target. (1) The compound is S(=O)(=O)(NC1(c2c(NC1=O)n(c(=O)[nH]c2=O)c1ccc(cc1)C)C(F)(F)F)c1ccc(cc1)C. The result is 0 (inactive). (2) The molecule is S(=O)(=O)(NCCc1ccccc1)c1c(CC)ccc(c1)c1onc(c1)C. The result is 0 (inactive). (3) The molecule is S(CC(=O)N1CCN(CC1)c1c(ccc(c1)C)C)c1c(scc1)[N+]([O-])=O. The result is 0 (inactive). (4) The compound is S1(=O)(=O)CC(NC(=O)CSc2n(c3ccc(OCC)cc3)c(nn2)c2cccnc2)CC1. The result is 0 (inactive). (5) The drug is O=C(N1CCCC1)c1cc(NC(=O)c2ccc(OC)cc2)ccc1. The result is 0 (inactive). (6) The compound is Fc1ccc(N2CCN(CC2)C(=O)Cn2c3c(n(c(=O)n(c3=O)C)C)nc2)cc1. The result is 0 (inactive). (7) The molecule is O1C(C(C(=O)C(C1=O)(C)C)(C)C)c1c2c(cc3c1cccc3)cccc2. The result is 0 (inactive). (8) The molecule is s1c2c(nc1NC(=O)CCC)ccc(OCC)c2. The result is 0 (inactive). (9) The compound is O=C(NC1CCCC1)CCc1onc(n1)c1c(OC)cccc1. The result is 0 (inactive).